From a dataset of Forward reaction prediction with 1.9M reactions from USPTO patents (1976-2016). Predict the product of the given reaction. Given the reactants [C:1]([C@@H:3]([NH:23][C:24]([C@@H:26]1[CH2:32][N:31](C(OC(C)(C)C)=O)[CH2:30][CH2:29][CH2:28][O:27]1)=[O:25])[CH2:4][C:5]1[CH:10]=[CH:9][C:8]([C:11]2[CH:12]=[C:13]([CH3:22])[C:14]3[O:18][C:17](=[O:19])[N:16]([CH3:20])[C:15]=3[CH:21]=2)=[CH:7][CH:6]=1)#[N:2], predict the reaction product. The product is: [C:1]([C@@H:3]([NH:23][C:24]([C@@H:26]1[CH2:32][NH:31][CH2:30][CH2:29][CH2:28][O:27]1)=[O:25])[CH2:4][C:5]1[CH:6]=[CH:7][C:8]([C:11]2[CH:12]=[C:13]([CH3:22])[C:14]3[O:18][C:17](=[O:19])[N:16]([CH3:20])[C:15]=3[CH:21]=2)=[CH:9][CH:10]=1)#[N:2].